From a dataset of Full USPTO retrosynthesis dataset with 1.9M reactions from patents (1976-2016). Predict the reactants needed to synthesize the given product. (1) Given the product [C:27]([C:29]1[CH:34]=[CH:33][C:32]([NH:35][C:36]([C:38]2[CH:47]=[C:46]3[C:41]([CH2:42][CH2:43][CH2:44][N:45]3[S:84]([C:80]3[CH:81]=[CH:82][CH:83]=[C:78]([Cl:77])[CH:79]=3)(=[O:86])=[O:85])=[CH:40][CH:39]=2)=[O:37])=[CH:31][C:30]=1[C:48]([F:51])([F:49])[F:50])#[N:28], predict the reactants needed to synthesize it. The reactants are: N1C2C(=CC=C(C(O)=O)C=2)C=CC=1.NC1C=CC(C#N)=C(C(F)(F)F)C=1.[C:27]([C:29]1[CH:34]=[CH:33][C:32]([NH:35][C:36]([C:38]2[CH:47]=[C:46]3[C:41]([CH:42]=[CH:43][CH:44]=[N:45]3)=[CH:40][CH:39]=2)=[O:37])=[CH:31][C:30]=1[C:48]([F:51])([F:50])[F:49])#[N:28].C(C1C=CC(NC(C2C=C3C(CCCN3)=CC=2)=O)=CC=1C(F)(F)F)#N.[Cl:77][C:78]1[CH:79]=[C:80]([S:84](Cl)(=[O:86])=[O:85])[CH:81]=[CH:82][CH:83]=1. (2) The reactants are: [OH:1][N:2]1[C:6](=[O:7])[CH2:5][CH2:4][C:3]1=[O:8].[N:9]([CH2:12][CH2:13][C:14](O)=[O:15])=[N+:10]=[N-:11].CO. Given the product [C:6]1(=[O:7])[N:2]([O:1][C:14](=[O:15])[CH2:13][CH2:12][N:9]=[N+:10]=[N-:11])[C:3](=[O:8])[CH2:4][CH2:5]1, predict the reactants needed to synthesize it. (3) Given the product [CH2:34]([C:36]1[CH:37]=[C:38]([C:39]2[N:40]=[C:9]([C:7]3[CH:6]=[CH:5][C:4]([C:12]4[CH:17]=[CH:16][CH:15]=[CH:14][CH:13]=4)=[C:3]([C:2]([F:1])([F:19])[F:18])[CH:8]=3)[O:11][N:41]=2)[CH:43]=[CH:44][C:45]=1[S:46]([NH2:47])(=[O:48])=[O:49])[CH3:35], predict the reactants needed to synthesize it. The reactants are: [F:1][C:2]([F:19])([F:18])[C:3]1[CH:8]=[C:7]([C:9]([OH:11])=O)[CH:6]=[CH:5][C:4]=1[C:12]1[CH:17]=[CH:16][CH:15]=[CH:14][CH:13]=1.C(Cl)CCl.C1C=CC2N(O)N=NC=2C=1.[CH2:34]([C:36]1[CH:37]=[C:38]([CH:43]=[CH:44][C:45]=1[S:46](=[O:49])(=[O:48])[NH2:47])[C:39]([NH:41]O)=[NH:40])[CH3:35]. (4) Given the product [F:25][C:22]1[CH:23]=[CH:24][C:19]([C:16]2[N:14]3[CH2:15][C@H:9]4[NH:8][C@@H:12]([C:13]3=[N:18][N:17]=2)[CH2:11][CH2:10]4)=[CH:20][CH:21]=1, predict the reactants needed to synthesize it. The reactants are: C(OC([N:8]1[C@H:12]2[C:13]3[N:14]([C:16]([C:19]4[CH:24]=[CH:23][C:22]([F:25])=[CH:21][CH:20]=4)=[N:17][N:18]=3)[CH2:15][C@@H:9]1[CH2:10][CH2:11]2)=O)(C)(C)C.C(O)(C(F)(F)F)=O. (5) Given the product [Cl:1][C:2]1[CH:3]=[C:4]([CH:5]=[CH:6][C:7]=1[Cl:8])[CH2:9][NH:10][C:12]1[C:13]2[CH:21]=[CH:20][CH:19]=[C:18]([C:22]([NH2:24])=[O:23])[C:14]=2[N:15]=[N:16][N:17]=1, predict the reactants needed to synthesize it. The reactants are: [Cl:1][C:2]1[CH:3]=[C:4]([CH2:9][NH2:10])[CH:5]=[CH:6][C:7]=1[Cl:8].O[C:12]1[C:13]2[CH:21]=[CH:20][CH:19]=[C:18]([C:22]([NH2:24])=[O:23])[C:14]=2[N:15]=[N:16][N:17]=1. (6) Given the product [Cl:1][C:2]1[CH:27]=[C:26]([Cl:28])[CH:25]=[CH:24][C:3]=1[O:4][C:5]1[CH:10]=[CH:9][CH:8]=[CH:7][C:6]=1[NH:11][S:12]([C:15]1[CH:16]=[CH:17][C:18]([C:19]([N:40]2[CH2:41][CH2:42][CH2:43][N:37]([CH2:36][CH2:35][CH2:34][N:29]3[CH2:30][CH2:31][CH2:32][CH2:33]3)[CH2:38][CH2:39]2)=[O:21])=[CH:22][CH:23]=1)(=[O:14])=[O:13], predict the reactants needed to synthesize it. The reactants are: [Cl:1][C:2]1[CH:27]=[C:26]([Cl:28])[CH:25]=[CH:24][C:3]=1[O:4][C:5]1[CH:10]=[CH:9][CH:8]=[CH:7][C:6]=1[NH:11][S:12]([C:15]1[CH:23]=[CH:22][C:18]([C:19]([OH:21])=O)=[CH:17][CH:16]=1)(=[O:14])=[O:13].[N:29]1([CH2:34][CH2:35][CH2:36][N:37]2[CH2:43][CH2:42][CH2:41][NH:40][CH2:39][CH2:38]2)[CH2:33][CH2:32][CH2:31][CH2:30]1.